Task: Predict the reactants needed to synthesize the given product.. Dataset: Full USPTO retrosynthesis dataset with 1.9M reactions from patents (1976-2016) (1) Given the product [C:1]([O:4][CH2:5][C@@H:6]1[CH2:10][CH2:9][CH2:8][N:7]1[C:11]([C:13]1[C:32]([NH:33][C:34]([O:36][CH2:37][CH:38]=[CH2:39])=[O:35])=[CH:31][C:16]([O:17][CH2:18][CH2:19][CH2:20][CH2:21][CH2:22][C:23]([OH:25])=[O:24])=[C:15]([O:40][CH3:41])[CH:14]=1)=[O:12])(=[O:3])[CH3:2], predict the reactants needed to synthesize it. The reactants are: [C:1]([O:4][CH2:5][C@@H:6]1[CH2:10][CH2:9][CH2:8][N:7]1[C:11]([C:13]1[C:32]([NH:33][C:34]([O:36][CH2:37][CH:38]=[CH2:39])=[O:35])=[CH:31][C:16]([O:17][CH2:18][CH2:19][CH2:20][CH2:21][CH2:22][C:23]([O:25]CC(Cl)(Cl)Cl)=[O:24])=[C:15]([O:40][CH3:41])[CH:14]=1)=[O:12])(=[O:3])[CH3:2].C1COCC1.[NH4+].[Cl-]. (2) Given the product [CH3:1][N:2]([C:4]([NH:6][C:7]([NH2:9])=[NH:8])=[NH:5])[CH3:3].[C:10]([O-:13])(=[O:12])[CH3:11], predict the reactants needed to synthesize it. The reactants are: [CH3:1][N:2]([C:4]([NH:6][C:7]([NH2:9])=[NH:8])=[NH:5])[CH3:3].[C:10]([OH:13])(=[O:12])[CH3:11].